Dataset: Forward reaction prediction with 1.9M reactions from USPTO patents (1976-2016). Task: Predict the product of the given reaction. (1) Given the reactants [Cr](Cl)([O-])(=O)=O.[NH+]1C=CC=CC=1.[Br:12][C:13]1[C:18]([CH2:19][CH:20]([C:22]2[CH:27]=[CH:26][CH:25]=[C:24]([Cl:28])[CH:23]=2)[OH:21])=[CH:17][CH:16]=[CH:15][N:14]=1, predict the reaction product. The product is: [Br:12][C:13]1[C:18]([CH2:19][C:20]([C:22]2[CH:27]=[CH:26][CH:25]=[C:24]([Cl:28])[CH:23]=2)=[O:21])=[CH:17][CH:16]=[CH:15][N:14]=1. (2) Given the reactants [Cl:1][C:2]1[C:3]([C:27]([F:30])([F:29])[F:28])=[N:4][N:5]([CH2:8][C:9]([N:11]2[CH2:16][CH2:15][C:14]([C:20]3[CH:25]=[CH:24][C:23]([Cl:26])=[CH:22][CH:21]=3)([C:17](O)=[O:18])[CH2:13][CH2:12]2)=[O:10])[C:6]=1[CH3:7].[NH:31]1[CH2:35][CH2:34][CH2:33][CH2:32]1.F[P-](F)(F)(F)(F)F.N1(O[P+](N(C)C)(N(C)C)N(C)C)C2C=CC=CC=2N=N1, predict the reaction product. The product is: [Cl:1][C:2]1[C:3]([C:27]([F:30])([F:29])[F:28])=[N:4][N:5]([CH2:8][C:9]([N:11]2[CH2:16][CH2:15][C:14]([C:20]3[CH:25]=[CH:24][C:23]([Cl:26])=[CH:22][CH:21]=3)([C:17]([N:31]3[CH2:35][CH2:34][CH2:33][CH2:32]3)=[O:18])[CH2:13][CH2:12]2)=[O:10])[C:6]=1[CH3:7].